This data is from Peptide-MHC class II binding affinity with 134,281 pairs from IEDB. The task is: Regression. Given a peptide amino acid sequence and an MHC pseudo amino acid sequence, predict their binding affinity value. This is MHC class II binding data. (1) The peptide sequence is DKGIPFMKMNISVIMK. The MHC is DRB1_0404 with pseudo-sequence DRB1_0404. The binding affinity (normalized) is 0.574. (2) The peptide sequence is QQLLFIHFRIGCRHSRIG. The MHC is HLA-DQA10102-DQB10502 with pseudo-sequence HLA-DQA10102-DQB10502. The binding affinity (normalized) is 0.498. (3) The peptide sequence is GELQIVDKIDAAFKE. The MHC is DRB5_0101 with pseudo-sequence DRB5_0101. The binding affinity (normalized) is 0.610. (4) The peptide sequence is ENGSMRVFVDVIRALD. The MHC is DRB1_0401 with pseudo-sequence DRB1_0401. The binding affinity (normalized) is 0.429.